From a dataset of Forward reaction prediction with 1.9M reactions from USPTO patents (1976-2016). Predict the product of the given reaction. (1) Given the reactants [CH3:1][O:2][C:3](=[O:20])[CH:4]([C:13]1[CH:18]=[CH:17][CH:16]=[C:15]([NH2:19])[CH:14]=1)[NH:5][C:6]([O:8][C:9]([CH3:12])([CH3:11])[CH3:10])=[O:7].[C:21]1(=O)[CH2:26][CH2:25][CH2:24][CH2:23][CH2:22]1.[BH3-]C#N.[Na+], predict the reaction product. The product is: [CH3:1][O:2][C:3](=[O:20])[CH:4]([NH:5][C:6]([O:8][C:9]([CH3:12])([CH3:10])[CH3:11])=[O:7])[C:13]1[CH:18]=[CH:17][CH:16]=[C:15]([NH:19][CH:21]2[CH2:26][CH2:25][CH2:24][CH2:23][CH2:22]2)[CH:14]=1. (2) Given the reactants [CH3:1][C:2]1[C:10]2[C:5](=[CH:6][CH:7]=[C:8]([N+:11]([O-:13])=[O:12])[CH:9]=2)[NH:4][N:3]=1.[H-].[Na+].[CH2:16](I)[CH3:17], predict the reaction product. The product is: [CH2:16]([N:4]1[C:5]2[C:10](=[CH:9][C:8]([N+:11]([O-:13])=[O:12])=[CH:7][CH:6]=2)[C:2]([CH3:1])=[N:3]1)[CH3:17]. (3) Given the reactants [C:1]([C:3]([NH:26][C:27](=[O:39])[C:28]1[CH:33]=[CH:32][C:31]([O:34][C:35]([F:38])([F:37])[F:36])=[CH:30][CH:29]=1)([CH3:25])[CH2:4][O:5][C:6]1[CH:7]=[CH:8][C:9]2[CH2:13][O:12][B:11]([OH:14])[C:10]=2[C:15]=1[CH2:16][NH:17]C(=O)OC(C)(C)C)#[N:2].C(O)(C(F)(F)F)=[O:41], predict the reaction product. The product is: [C:27]([NH2:26])(=[O:39])[C:28]1[CH:33]=[CH:32][CH:31]=[CH:30][CH:29]=1.[NH2:2][C:1](=[O:41])[C:3]([NH:26][C:27](=[O:39])[C:28]1[CH:33]=[CH:32][C:31]([O:34][C:35]([F:36])([F:37])[F:38])=[CH:30][CH:29]=1)([CH3:25])[CH2:4][O:5][C:6]1[CH:7]=[CH:8][C:9]2[CH2:13][O:12][B:11]([OH:14])[C:10]=2[C:15]=1[CH2:16][NH2:17].